This data is from CYP2C9 inhibition data for predicting drug metabolism from PubChem BioAssay. The task is: Regression/Classification. Given a drug SMILES string, predict its absorption, distribution, metabolism, or excretion properties. Task type varies by dataset: regression for continuous measurements (e.g., permeability, clearance, half-life) or binary classification for categorical outcomes (e.g., BBB penetration, CYP inhibition). Dataset: cyp2c9_veith. (1) The drug is Cc1cccc2sc(NC(=O)C3c4ccccc4Oc4ccccc43)nc12. The result is 1 (inhibitor). (2) The molecule is C/C(=N/O)c1ccc2cc(Br)c3ccccc3c2c1. The result is 0 (non-inhibitor).